From a dataset of Reaction yield outcomes from USPTO patents with 853,638 reactions. Predict the reaction yield, written as a fraction of the theoretical maximum amount of product (1.0 means a 100% yield; for example, 0.34 means a 34% yield). (1) The reactants are [Cl:1][C:2]1[C:3]([F:27])=[C:4]([NH:9][C:10]2[C:19]3[C:14](=[CH:15][C:16]([O:21][C@H:22]4[CH2:26][CH2:25][O:24][CH2:23]4)=[C:17]([NH2:20])[CH:18]=3)[N:13]=[CH:12][N:11]=2)[CH:5]=[CH:6][C:7]=1[Cl:8].[Br:28][CH2:29]/[CH:30]=[CH:31]/[C:32](Cl)=[O:33].CCO. The catalyst is C1COCC1. The product is [Br:28][CH2:29]/[CH:30]=[CH:31]/[C:32]([NH:20][C:17]1[CH:18]=[C:19]2[C:14](=[CH:15][C:16]=1[O:21][C@H:22]1[CH2:26][CH2:25][O:24][CH2:23]1)[N:13]=[CH:12][N:11]=[C:10]2[NH:9][C:4]1[CH:5]=[CH:6][C:7]([Cl:8])=[C:2]([Cl:1])[C:3]=1[F:27])=[O:33]. The yield is 0.891. (2) The reactants are [NH:1]1[C:5]2=[N:6][CH:7]=[C:8]([C:10]3[CH:11]=[CH:12][C:13]4[N:14]=[CH:15][NH:16][C:17](=O)[C:18]=4[N:19]=3)[CH:9]=[C:4]2[CH:3]=[CH:2]1.[CH3:21][O:22][C:23]1[CH:24]=[C:25]2[C:30](=[CH:31][C:32]=1[O:33][CH3:34])[CH2:29][NH:28][CH2:27][CH2:26]2.F[P-](F)(F)(F)(F)F.N1(O[P+](N(C)C)(N(C)C)N(C)C)C2C=CC=CC=2N=N1.N12CCCN=C1CCCCC2. The catalyst is C(#N)C.CN(C)C=O. The product is [CH3:21][O:22][C:23]1[CH:24]=[C:25]2[C:30](=[CH:31][C:32]=1[O:33][CH3:34])[CH2:29][N:28]([C:17]1[C:18]3[N:19]=[C:10]([C:8]4[CH:9]=[C:4]5[CH:3]=[CH:2][NH:1][C:5]5=[N:6][CH:7]=4)[CH:11]=[CH:12][C:13]=3[N:14]=[CH:15][N:16]=1)[CH2:27][CH2:26]2. The yield is 0.500. (3) The reactants are CI.[F:3][C:4]1[CH:5]=[C:6]2[C:11](=[CH:12][CH:13]=1)[NH:10][C:9](=[O:14])[CH:8]=[C:7]2[CH3:15].[C:16]([O-])([O-])=O.[Cs+].[Cs+]. The catalyst is CN(C=O)C. The product is [F:3][C:4]1[CH:5]=[C:6]2[C:11](=[CH:12][CH:13]=1)[N:10]([CH3:16])[C:9](=[O:14])[CH:8]=[C:7]2[CH3:15]. The yield is 0.680. (4) The reactants are [CH2:1]([C:3]1[N:7]([C:8]2[N:16]=[C:15]3[C:11]([N:12]=[C:13]([C:18]4([OH:24])[CH2:23][CH2:22][NH:21][CH2:20][CH2:19]4)[N:14]3[CH3:17])=[C:10]([N:25]3[CH2:30][CH2:29][O:28][CH2:27][CH2:26]3)[N:9]=2)[C:6]2[CH:31]=[CH:32][CH:33]=[CH:34][C:5]=2[N:4]=1)[CH3:2].[OH:35][C:36]([CH3:41])([CH3:40])[C:37](O)=[O:38].CCN(C(C)C)C(C)C.CN(C(ON1N=NC2C=CC=NC1=2)=[N+](C)C)C.F[P-](F)(F)(F)(F)F. The catalyst is C(Cl)Cl. The product is [CH2:1]([C:3]1[N:7]([C:8]2[N:16]=[C:15]3[C:11]([N:12]=[C:13]([C:18]4([OH:24])[CH2:19][CH2:20][N:21]([C:37](=[O:38])[C:36]([OH:35])([CH3:41])[CH3:40])[CH2:22][CH2:23]4)[N:14]3[CH3:17])=[C:10]([N:25]3[CH2:26][CH2:27][O:28][CH2:29][CH2:30]3)[N:9]=2)[C:6]2[CH:31]=[CH:32][CH:33]=[CH:34][C:5]=2[N:4]=1)[CH3:2]. The yield is 0.340.